Task: Predict the reaction yield, written as a fraction of the theoretical maximum amount of product (1.0 means a 100% yield; for example, 0.34 means a 34% yield).. Dataset: Reaction yield outcomes from USPTO patents with 853,638 reactions (1) The reactants are [N+:1]([C:4]1[CH:9]=[CH:8][C:7]([OH:10])=[CH:6][CH:5]=1)([O-:3])=[O:2].C([O-])([O-])=O.[K+].[K+].Cl[CH2:18][C:19]1[CH:24]=[CH:23][CH:22]=[CH:21][CH:20]=1. The catalyst is C(#N)C. The product is [CH2:18]([O:10][C:7]1[CH:8]=[CH:9][C:4]([N+:1]([O-:3])=[O:2])=[CH:5][CH:6]=1)[C:19]1[CH:24]=[CH:23][CH:22]=[CH:21][CH:20]=1. The yield is 0.900. (2) The reactants are [C:1]1([C:36]2[CH:41]=[CH:40][CH:39]=[CH:38][CH:37]=2)[CH:6]=[CH:5][C:4]([C@@:7]23[CH2:26][N:20]([C@H:21]([C:23](O)=[O:24])[CH2:22]2)[C:19](=[O:27])[C@@H:18]([NH:28][C:29]([O:31][C:32]([CH3:35])([CH3:34])[CH3:33])=[O:30])[CH2:17][CH2:16][CH2:15][CH2:14][CH2:13][CH2:12][CH2:11][CH2:10][CH2:9][S:8]3)=[CH:3][CH:2]=1.[NH2:42][C@:43]1([C:48]([NH:50][S:51]([CH:54]2[CH2:56][CH2:55]2)(=[O:53])=[O:52])=[O:49])[CH2:45][C@H:44]1[CH:46]=[CH2:47].CC1C=CC(S(O)(=O)=O)=CC=1.CN(C(ON1N=NC2C=CC=NC1=2)=[N+](C)C)C.F[P-](F)(F)(F)(F)F.C(N(CC)C(C)C)(C)C. The catalyst is C(Cl)Cl.CCOC(C)=O. The product is [C:1]1([C:36]2[CH:37]=[CH:38][CH:39]=[CH:40][CH:41]=2)[CH:6]=[CH:5][C:4]([C@@:7]23[CH2:26][N:20]([C@H:21]([C:23](=[O:24])[NH:42][C@:43]4([C:48](=[O:49])[NH:50][S:51]([CH:54]5[CH2:56][CH2:55]5)(=[O:53])=[O:52])[CH2:45][C@H:44]4[CH:46]=[CH2:47])[CH2:22]2)[C:19](=[O:27])[C@@H:18]([NH:28][C:29](=[O:30])[O:31][C:32]([CH3:34])([CH3:35])[CH3:33])[CH2:17][CH2:16][CH2:15][CH2:14][CH2:13][CH2:12][CH2:11][CH2:10][CH2:9][S:8]3)=[CH:3][CH:2]=1. The yield is 0.251. (3) The reactants are [CH3:1][O:2][CH2:3][CH2:4][O:5][C:6]1[CH:11]=[CH:10][C:9](/[CH:12]=[CH:13]/[C:14]([O:16]CC)=[O:15])=[C:8]([O:19][C:20]2[CH:25]=[C:24]([C:26]([F:29])([F:28])[F:27])[CH:23]=[CH:22][C:21]=2[N+:30]([O-:32])=[O:31])[CH:7]=1.[OH-].[Na+]. The catalyst is O1CCCC1.C(O)C. The product is [CH3:1][O:2][CH2:3][CH2:4][O:5][C:6]1[CH:11]=[CH:10][C:9](/[CH:12]=[CH:13]/[C:14]([OH:16])=[O:15])=[C:8]([O:19][C:20]2[CH:25]=[C:24]([C:26]([F:27])([F:28])[F:29])[CH:23]=[CH:22][C:21]=2[N+:30]([O-:32])=[O:31])[CH:7]=1. The yield is 0.610. (4) The reactants are Cl[N:2]1C(=O)CCC1=O.[Br:9][C:10]1[CH:18]=[C:17]([Cl:19])[CH:16]=[C:15]([F:20])[C:11]=1[CH:12]=[N:13][OH:14].[NH4+].[OH-].CCOC(C)=O. The catalyst is CN(C=O)C.[Cl-].[Na+].O. The product is [Br:9][C:10]1[CH:18]=[C:17]([Cl:19])[CH:16]=[C:15]([F:20])[C:11]=1[C:12]([NH:13][OH:14])=[NH:2]. The yield is 0.820. (5) The reactants are [C:1]([C:3]1[CH:11]=[CH:10][C:6]([C:7]([OH:9])=O)=[CH:5][CH:4]=1)#[N:2].CN(C(ON1N=NC2C=CC=CC1=2)=[N+](C)C)C.[B-](F)(F)(F)F.C(N(CC)C(C)C)(C)C.[CH3:43][NH:44][CH:45]1[CH2:50][CH2:49][N:48]([CH3:51])[CH2:47][CH2:46]1. The catalyst is CN(C=O)C.C(Cl)Cl. The product is [C:1]([C:3]1[CH:4]=[CH:5][C:6]([C:7]([N:44]([CH3:43])[CH:45]2[CH2:50][CH2:49][N:48]([CH3:51])[CH2:47][CH2:46]2)=[O:9])=[CH:10][CH:11]=1)#[N:2]. The yield is 0.760. (6) The reactants are [CH2:1]([O:3][CH:4]([O:17][CH2:18][CH3:19])[CH2:5][CH:6]([C:9]1[CH:14]=[CH:13][C:12]([O:15][CH3:16])=[CH:11][CH:10]=1)C#N)C.[OH-:20].[K+].Cl. The catalyst is CCO.O. The product is [CH2:18]([O:17][CH:4]1[O:3][C:1](=[O:20])[CH:6]([C:9]2[CH:10]=[CH:11][C:12]([O:15][CH3:16])=[CH:13][CH:14]=2)[CH2:5]1)[CH3:19]. The yield is 0.540. (7) The yield is 0.640. The product is [NH2:1][CH2:2][C@@H:3]([CH3:4])[O:5][C:22]1[CH:21]=[CH:20][CH:19]=[C:18]2[C:23]=1[C:14]([NH:13][C:11]1[CH:10]=[CH:9][C:8]([OH:25])=[C:7]([Cl:6])[CH:12]=1)=[N:15][CH:16]=[N:17]2. No catalyst specified. The reactants are [NH2:1][CH2:2][C@H:3]([OH:5])[CH3:4].[Cl:6][C:7]1[CH:12]=[C:11]([NH:13][C:14]2[C:23]3[C:18](=[CH:19][CH:20]=[CH:21][C:22]=3F)[N:17]=[CH:16][N:15]=2)[CH:10]=[CH:9][C:8]=1[OH:25].ClC1C=C(NC2C3C(=CC=CC=3OCCNC)N=CN=2)C=CC=1OCC1C=CC=CN=1. (8) The reactants are C([O:3][C:4]([C:6]1[CH:7]=[N:8][N:9]([C@H:15]2[CH2:20][CH2:19][C@@H:18]([OH:21])[CH2:17][CH2:16]2)[C:10]=1[C:11]([F:14])([F:13])[F:12])=[O:5])C.[OH-].[Li+].O. The catalyst is CO. The product is [OH:21][C@@H:18]1[CH2:19][CH2:20][C@H:15]([N:9]2[C:10]([C:11]([F:12])([F:13])[F:14])=[C:6]([C:4]([OH:5])=[O:3])[CH:7]=[N:8]2)[CH2:16][CH2:17]1. The yield is 0.810. (9) The reactants are [N:1]1[C:9]2[CH2:8][C@H:7]([CH2:10][OH:11])[CH2:6][C:5]=2[CH:4]=[CH:3][CH:2]=1.C(N(CC)CC)C.[CH3:19][S:20](Cl)(=[O:22])=[O:21]. The catalyst is ClCCl.O. The product is [N:1]1[C:9]2[CH2:8][CH:7]([CH2:10][O:11][S:20]([CH3:19])(=[O:22])=[O:21])[CH2:6][C:5]=2[CH:4]=[CH:3][CH:2]=1. The yield is 1.00. (10) The reactants are C[N:2]([CH2:10][C:11]1[CH:15]=[C:14]([C:16]2[CH:21]=[CH:20][CH:19]=[CH:18][CH:17]=2)[NH:13][CH:12]=1)[C:3](=O)OC(C)(C)C.[H-].[Na+].[CH3:24][O:25][C:26]1[CH:27]=[C:28]([S:32]([Cl:35])(=[O:34])=[O:33])[CH:29]=[CH:30][CH:31]=1. No catalyst specified. The product is [ClH:35].[CH3:24][O:25][C:26]1[CH:27]=[C:28]([S:32]([N:13]2[C:14]([C:16]3[CH:17]=[CH:18][CH:19]=[CH:20][CH:21]=3)=[CH:15][C:11]([CH2:10][NH:2][CH3:3])=[CH:12]2)(=[O:34])=[O:33])[CH:29]=[CH:30][CH:31]=1. The yield is 0.680.